Dataset: Catalyst prediction with 721,799 reactions and 888 catalyst types from USPTO. Task: Predict which catalyst facilitates the given reaction. (1) Reactant: [F-].C([N+](CCCC)(CCCC)CCCC)CCC.[N-]=C=O.[CH2:22]([O:29][C:30]1[CH:35]=[C:34](/[CH:36]=[CH:37]/[CH2:38][C:39]2[CH:44]=[CH:43][CH:42]=[CH:41][CH:40]=2)[CH:33]=[CH:32][C:31]=1[N:45]1[S:49](=[O:51])(=[O:50])[N:48](CC[Si](C)(C)C)[C:47](=[O:58])[CH2:46]1)[C:23]1[CH:28]=[CH:27][CH:26]=[CH:25][CH:24]=1. Product: [CH2:22]([O:29][C:30]1[CH:35]=[C:34](/[CH:36]=[CH:37]/[CH2:38][C:39]2[CH:44]=[CH:43][CH:42]=[CH:41][CH:40]=2)[CH:33]=[CH:32][C:31]=1[N:45]1[S:49](=[O:51])(=[O:50])[NH:48][C:47](=[O:58])[CH2:46]1)[C:23]1[CH:24]=[CH:25][CH:26]=[CH:27][CH:28]=1. The catalyst class is: 1. (2) Reactant: [Cl:1][C:2]1[N:7]=[C:6]([NH2:8])[CH:5]=[N:4][CH:3]=1.[Br:9]N1C(=O)CCC1=O. Product: [Br:9][C:3]1[N:4]=[CH:5][C:6]([NH2:8])=[N:7][C:2]=1[Cl:1]. The catalyst class is: 4. (3) Product: [C:1]([N:4]([C:33]1[CH:34]=[CH:35][C:36]([Cl:39])=[CH:37][CH:38]=1)[C@H:5]1[C:14]2[C:9](=[CH:10][CH:11]=[CH:12][CH:13]=2)[N:8]([C:15]([C:17]2[CH:22]=[CH:21][C:20]([CH2:23][CH2:24][C:25]([CH3:31])([CH3:30])[C:26]([OH:28])=[O:27])=[CH:19][CH:18]=2)=[O:16])[C@@H:7]([CH3:32])[CH2:6]1)(=[O:3])[CH3:2]. The catalyst class is: 364. Reactant: [C:1]([N:4]([C:33]1[CH:38]=[CH:37][C:36]([Cl:39])=[CH:35][CH:34]=1)[C@H:5]1[C:14]2[C:9](=[CH:10][CH:11]=[CH:12][CH:13]=2)[N:8]([C:15]([C:17]2[CH:22]=[CH:21][C:20]([CH2:23][CH2:24][C:25]([CH3:31])([CH3:30])[C:26]([O:28]C)=[O:27])=[CH:19][CH:18]=2)=[O:16])[C@@H:7]([CH3:32])[CH2:6]1)(=[O:3])[CH3:2].[OH-].[Na+]. (4) Reactant: [NH2:1][C:2]1[CH:11]=[C:10]([CH3:12])[CH:9]=[CH:8][C:3]=1[C:4]([O:6][CH3:7])=[O:5].[Cl:13][C:14]1[S:18][C:17]([C:19](Cl)=[O:20])=[CH:16][CH:15]=1. Product: [Cl:13][C:14]1[S:18][C:17]([C:19]([NH:1][C:2]2[CH:11]=[C:10]([CH3:12])[CH:9]=[CH:8][C:3]=2[C:4]([O:6][CH3:7])=[O:5])=[O:20])=[CH:16][CH:15]=1. The catalyst class is: 10. (5) Reactant: [O:1]([C:8]1[CH:13]=[CH:12][C:11]([NH2:14])=[CH:10][CH:9]=1)[C:2]1[CH:7]=[CH:6][CH:5]=[CH:4][CH:3]=1.Cl[S:16]([N:19]=[C:20]=[O:21])(=[O:18])=[O:17].[Al+3].[Cl-].[Cl-].[Cl-]. Product: [O:1]([C:8]1[CH:9]=[CH:10][C:11]2[NH:14][C:20](=[O:21])[NH:19][S:16](=[O:18])(=[O:17])[C:12]=2[CH:13]=1)[C:2]1[CH:7]=[CH:6][CH:5]=[CH:4][CH:3]=1. The catalyst class is: 463. (6) Reactant: C[O:2][C:3]1[CH:8]=[CH:7][C:6]([C:9]2[C:17]3[C:12](=[CH:13][CH:14]=[CH:15][CH:16]=3)[N:11]([CH3:18])[C:10]=2[C:19]2[CH:24]=[CH:23][CH:22]=[CH:21][CH:20]=2)=[CH:5][CH:4]=1.B(Br)(Br)Br. Product: [CH3:18][N:11]1[C:12]2[C:17](=[CH:16][CH:15]=[CH:14][CH:13]=2)[C:9]([C:6]2[CH:7]=[CH:8][C:3]([OH:2])=[CH:4][CH:5]=2)=[C:10]1[C:19]1[CH:24]=[CH:23][CH:22]=[CH:21][CH:20]=1. The catalyst class is: 2. (7) Product: [ClH:33].[F:26][C:2]([F:1])([CH2:7][N:8]1[C:12]2[CH:13]=[CH:14][CH:15]=[CH:16][C:11]=2[N:10]([C:17]2[CH:22]=[CH:21][CH:20]=[CH:19][C:18]=2[F:23])[S:9]1(=[O:24])=[O:25])[CH2:3][NH:5][CH3:6]. Reactant: [F:1][C:2]([F:26])([CH2:7][N:8]1[C:12]2[CH:13]=[CH:14][CH:15]=[CH:16][C:11]=2[N:10]([C:17]2[CH:22]=[CH:21][CH:20]=[CH:19][C:18]=2[F:23])[S:9]1(=[O:25])=[O:24])[C:3]([NH:5][CH3:6])=O.B.O1CCCC1.[ClH:33]. The catalyst class is: 27.